This data is from Forward reaction prediction with 1.9M reactions from USPTO patents (1976-2016). The task is: Predict the product of the given reaction. (1) Given the reactants [F:1][C:2]1[CH:3]=[C:4]([C:8]2[O:9][CH:10]=[C:11]([CH2:13][CH2:14][NH2:15])[N:12]=2)[CH:5]=[CH:6][CH:7]=1.[F:16][C:17]([F:33])([F:32])[C:18]1[O:22][N:21]=[C:20]([C:23]2[CH:24]=[N:25][CH:26]=[C:27]([CH:31]=2)[C:28](O)=[O:29])[N:19]=1, predict the reaction product. The product is: [F:1][C:2]1[CH:3]=[C:4]([C:8]2[O:9][CH:10]=[C:11]([CH2:13][CH2:14][NH:15][C:28](=[O:29])[C:27]3[CH:31]=[C:23]([C:20]4[N:19]=[C:18]([C:17]([F:33])([F:32])[F:16])[O:22][N:21]=4)[CH:24]=[N:25][CH:26]=3)[N:12]=2)[CH:5]=[CH:6][CH:7]=1. (2) Given the reactants [OH-].[Na+].[O:3]=[C:4]1[CH2:12][CH2:11][CH2:10][C:9]2[NH:8][CH:7]=[CH:6][C:5]1=2.[C:13]1([S:19](Cl)(=[O:21])=[O:20])[CH:18]=[CH:17][CH:16]=[CH:15][CH:14]=1, predict the reaction product. The product is: [C:13]1([S:19]([N:8]2[C:9]3[CH2:10][CH2:11][CH2:12][C:4](=[O:3])[C:5]=3[CH:6]=[CH:7]2)(=[O:21])=[O:20])[CH:18]=[CH:17][CH:16]=[CH:15][CH:14]=1. (3) Given the reactants C(=O)([O-])[O-].[K+].[K+].CN(C=O)C.[N+:12]([C:15]1[CH:20]=[CH:19][CH:18]=[CH:17][C:16]=1[S:21]([NH:24][CH2:25][CH2:26][C:27]1[CH:28]=[N:29][CH:30]=[CH:31][CH:32]=1)(=[O:23])=[O:22])([O-:14])=[O:13].[CH2:33]([N:35]1[C:41](=[O:42])[C:40]([CH3:44])([CH3:43])[C:39](=[O:45])[N:38]([CH3:46])[C:37]2[CH:47]=[C:48]([O:51][CH2:52][CH2:53][CH2:54]I)[CH:49]=[CH:50][C:36]1=2)[CH3:34], predict the reaction product. The product is: [N+:12]([C:15]1[CH:20]=[CH:19][CH:18]=[CH:17][C:16]=1[S:21]([N:24]([CH2:25][CH2:26][C:27]1[CH:28]=[N:29][CH:30]=[CH:31][CH:32]=1)[CH2:54][CH2:53][CH2:52][O:51][C:48]1[CH:49]=[CH:50][C:36]2[N:35]([CH2:33][CH3:34])[C:41](=[O:42])[C:40]([CH3:44])([CH3:43])[C:39](=[O:45])[N:38]([CH3:46])[C:37]=2[CH:47]=1)(=[O:22])=[O:23])([O-:14])=[O:13]. (4) Given the reactants [F:1][C:2]1[CH:3]=[N:4][CH:5]=[CH:6][C:7]=1I.[C:9]([O:13][C:14]([N:16]1[CH2:20][C@H:19]([O:21][CH2:22][C:23]#[CH:24])[C@@H:18]([N:25]=[N+:26]=[N-:27])[CH2:17]1)=[O:15])([CH3:12])([CH3:11])[CH3:10].O, predict the reaction product. The product is: [C:9]([O:13][C:14]([N:16]1[CH2:20][C@H:19]([O:21][CH2:22][C:23]#[C:24][C:7]2[CH:6]=[CH:5][N:4]=[CH:3][C:2]=2[F:1])[C@@H:18]([N:25]=[N+:26]=[N-:27])[CH2:17]1)=[O:15])([CH3:12])([CH3:10])[CH3:11]. (5) The product is: [F:34][C:35]1[CH:36]=[C:37]2[C:43]([I:44])=[N:42][N:41]([CH2:51][C:49]3[CH:50]=[N:45][CH:46]=[N:47][CH:48]=3)[C:38]2=[N:39][CH:40]=1. Given the reactants C1(P(C2C=CC=CC=2)C2C=CC=CC=2)C=CC=CC=1.N(C(OC(C)C)=O)=NC(OC(C)C)=O.[F:34][C:35]1[CH:36]=[C:37]2[C:43]([I:44])=[N:42][NH:41][C:38]2=[N:39][CH:40]=1.[N:45]1[CH:50]=[C:49]([CH2:51]O)[CH:48]=[N:47][CH:46]=1.C1(P(C2C=CC=CC=2)C2C=CC=CC=2)C=CC=CC=1.N(C(OC(C)C)=O)=NC(OC(C)C)=O, predict the reaction product.